From a dataset of Forward reaction prediction with 1.9M reactions from USPTO patents (1976-2016). Predict the product of the given reaction. (1) Given the reactants Cl[S:2]([C:5]1[CH:6]=[C:7]([CH:11]=[CH:12][C:13]=1[O:14][CH3:15])[C:8]([OH:10])=[O:9])(=O)=O.[Sn](Cl)Cl, predict the reaction product. The product is: [C:8]([C:7]1[CH:11]=[CH:12][C:13]([O:14][CH3:15])=[C:5]([S:2][S:2][C:5]2[CH:6]=[C:7]([CH:11]=[CH:12][C:13]=2[O:14][CH3:15])[C:8]([OH:10])=[O:9])[CH:6]=1)([OH:10])=[O:9]. (2) The product is: [F:45][C:44]1[CH:43]=[C:42]2[C:37]([CH:38]=[CH:39][CH:40]=[N:41]2)=[CH:36][C:35]=1[CH2:34][C:31]1[N:29]2[N:30]=[C:25]([C:23]3[CH:22]=[N:21][N:20]([CH:17]4[CH2:18][CH2:19][N:14]([CH2:13][CH2:12][OH:11])[CH2:15][CH2:16]4)[CH:24]=3)[CH:26]=[CH:27][C:28]2=[N:33][CH:32]=1. Given the reactants C1COCC1.C([Si](C)(C)[O:11][CH2:12][CH2:13][N:14]1[CH2:19][CH2:18][CH:17]([N:20]2[CH:24]=[C:23]([C:25]3[CH:26]=[CH:27][C:28]4[N:29]([C:31]([CH2:34][C:35]5[CH:36]=[C:37]6[C:42](=[CH:43][C:44]=5[F:45])[N:41]=[CH:40][CH:39]=[CH:38]6)=[CH:32][N:33]=4)[N:30]=3)[CH:22]=[N:21]2)[CH2:16][CH2:15]1)(C)(C)C.[F-].C([N+](CCCC)(CCCC)CCCC)CCC, predict the reaction product.